Task: Regression. Given two drug SMILES strings and cell line genomic features, predict the synergy score measuring deviation from expected non-interaction effect.. Dataset: NCI-60 drug combinations with 297,098 pairs across 59 cell lines (1) Drug 1: CC(C1=C(C=CC(=C1Cl)F)Cl)OC2=C(N=CC(=C2)C3=CN(N=C3)C4CCNCC4)N. Drug 2: CC1=C(C=C(C=C1)NC2=NC=CC(=N2)N(C)C3=CC4=NN(C(=C4C=C3)C)C)S(=O)(=O)N.Cl. Cell line: HCC-2998. Synergy scores: CSS=7.25, Synergy_ZIP=3.87, Synergy_Bliss=8.20, Synergy_Loewe=-12.0, Synergy_HSA=-3.50. (2) Drug 2: C1CN(P(=O)(OC1)NCCCl)CCCl. Cell line: ACHN. Drug 1: CS(=O)(=O)OCCCCOS(=O)(=O)C. Synergy scores: CSS=8.40, Synergy_ZIP=-0.437, Synergy_Bliss=3.34, Synergy_Loewe=-5.53, Synergy_HSA=-0.847. (3) Drug 1: C1CCC(C1)C(CC#N)N2C=C(C=N2)C3=C4C=CNC4=NC=N3. Drug 2: CC1=C(C(=CC=C1)Cl)NC(=O)C2=CN=C(S2)NC3=CC(=NC(=N3)C)N4CCN(CC4)CCO. Cell line: ACHN. Synergy scores: CSS=33.5, Synergy_ZIP=13.6, Synergy_Bliss=13.9, Synergy_Loewe=10.5, Synergy_HSA=13.7. (4) Drug 1: C1=CN(C(=O)N=C1N)C2C(C(C(O2)CO)O)O.Cl. Drug 2: CC1=C(C=C(C=C1)C(=O)NC2=CC(=CC(=C2)C(F)(F)F)N3C=C(N=C3)C)NC4=NC=CC(=N4)C5=CN=CC=C5. Cell line: A549. Synergy scores: CSS=39.9, Synergy_ZIP=-2.82, Synergy_Bliss=-3.11, Synergy_Loewe=-28.4, Synergy_HSA=-4.44. (5) Drug 1: C(CCl)NC(=O)N(CCCl)N=O. Drug 2: COCCOC1=C(C=C2C(=C1)C(=NC=N2)NC3=CC=CC(=C3)C#C)OCCOC.Cl. Cell line: NCI-H226. Synergy scores: CSS=1.58, Synergy_ZIP=-0.215, Synergy_Bliss=2.08, Synergy_Loewe=-1.07, Synergy_HSA=-2.24.